This data is from Catalyst prediction with 721,799 reactions and 888 catalyst types from USPTO. The task is: Predict which catalyst facilitates the given reaction. (1) Reactant: [CH2:1]([O:3][C:4]([C:6]1[S:14][C:13]2[C:12]([F:15])=[CH:11][N:10]=[CH:9][C:8]=2[C:7]=1[NH:16][C:17]1[CH:22]=[CH:21][C:20]([Si](C)(C)C)=[CH:19][C:18]=1[F:27])=[O:5])[CH3:2].[I:28]Cl. Product: [CH2:1]([O:3][C:4]([C:6]1[S:14][C:13]2[C:12]([F:15])=[CH:11][N:10]=[CH:9][C:8]=2[C:7]=1[NH:16][C:17]1[CH:22]=[CH:21][C:20]([I:28])=[CH:19][C:18]=1[F:27])=[O:5])[CH3:2]. The catalyst class is: 2. (2) Reactant: [CH2:1]([N:5]1[C:13]2[N:12]=[C:11]([Cl:14])[N:10]([CH2:15][CH:16]=[CH2:17])[C:9]=2[C:8](=[O:18])[N:7]([CH2:19][CH2:20][CH2:21][CH2:22][OH:23])[C:6]1=[O:24])[CH2:2][CH2:3][CH3:4].C(N(CC)CC)C.[CH3:32][S:33](O[S:33]([CH3:32])(=[O:35])=[O:34])(=[O:35])=[O:34]. Product: [CH3:32][S:33]([O:23][CH2:22][CH2:21][CH2:20][CH2:19][N:7]1[C:8](=[O:18])[C:9]2[N:10]([CH2:15][CH:16]=[CH2:17])[C:11]([Cl:14])=[N:12][C:13]=2[N:5]([CH2:1][CH2:2][CH2:3][CH3:4])[C:6]1=[O:24])(=[O:35])=[O:34]. The catalyst class is: 2.